From a dataset of Reaction yield outcomes from USPTO patents with 853,638 reactions. Predict the reaction yield, written as a fraction of the theoretical maximum amount of product (1.0 means a 100% yield; for example, 0.34 means a 34% yield). (1) The reactants are O[C:2]1[C:11]2[C:6](=[CH:7][C:8]([O:12][CH3:13])=[CH:9][CH:10]=2)[C:5]([N:14]2[CH2:19][CH2:18][N:17](C(OC(C)(C)C)=O)[CH2:16][CH2:15]2)=[CH:4][N:3]=1.O=P(Cl)(Cl)[Cl:29]. No catalyst specified. The product is [Cl:29][C:2]1[C:11]2[C:6](=[CH:7][C:8]([O:12][CH3:13])=[CH:9][CH:10]=2)[C:5]([N:14]2[CH2:19][CH2:18][NH:17][CH2:16][CH2:15]2)=[CH:4][N:3]=1. The yield is 0.373. (2) The reactants are C(N=[N+]=[N-])C1C=CC=CC=1.[N:11]([CH2:14][C:15]1[CH:20]=[CH:19][C:18]([F:21])=[CH:17][CH:16]=1)=[N+:12]=[N-:13].[C:22]([C:24]1[S:25][C:26]([C:30]([O:32][CH2:33][CH3:34])=[O:31])=[C:27]([CH3:29])[N:28]=1)#[CH:23]. No catalyst specified. The product is [F:21][C:18]1[CH:19]=[CH:20][C:15]([CH2:14][N:11]2[CH:23]=[C:22]([C:24]3[S:25][C:26]([C:30]([O:32][CH2:33][CH3:34])=[O:31])=[C:27]([CH3:29])[N:28]=3)[N:13]=[N:12]2)=[CH:16][CH:17]=1. The yield is 0.620. (3) The reactants are [NH2:1][CH2:2][C:3]1[CH:4]=[C:5]2[C:10](=[CH:11][CH:12]=1)[CH2:9][CH:8]([NH:13][C:14]([C:16]1[CH:21]=[CH:20][C:19]([C:22]3[CH:27]=[CH:26][C:25]([F:28])=[CH:24][CH:23]=3)=[CH:18][CH:17]=1)=[O:15])[CH2:7][CH2:6]2.Br[C:30](Br)([CH2:33][CH3:34])[CH2:31][CH3:32].C([O-])([O-])=O.[K+].[K+]. The catalyst is CN(C=O)C. The product is [N:1]1([CH2:2][C:3]2[CH:4]=[C:5]3[C:10](=[CH:11][CH:12]=2)[CH2:9][CH:8]([NH:13][C:14]([C:16]2[CH:21]=[CH:20][C:19]([C:22]4[CH:23]=[CH:24][C:25]([F:28])=[CH:26][CH:27]=4)=[CH:18][CH:17]=2)=[O:15])[CH2:7][CH2:6]3)[CH2:34][CH2:33][CH2:30][CH2:31][CH2:32]1. The yield is 0.570. (4) The yield is 0.900. The product is [C:1]1([CH:7]2[NH:12]/[C:11](=[N:23]\[NH2:24])/[CH2:10][CH2:9][CH2:8]2)[CH:6]=[CH:5][CH:4]=[CH:3][CH:2]=1. The catalyst is C(Cl)Cl.CO. The reactants are [C:1]1([CH:7]2[NH:12][C:11](=O)[CH2:10][CH2:9][CH2:8]2)[CH:6]=[CH:5][CH:4]=[CH:3][CH:2]=1.O(C)S(C(F)(F)F)(=O)=O.[NH2:23][NH2:24].C(OCC)C. (5) The reactants are ClC1C=CC=C(C(OO)=[O:9])C=1.[I:12][C:13]1[C:14]([O:23][CH3:24])=[N:15][C:16]([S:21][CH3:22])=[C:17]([CH:20]=1)[C:18]#[N:19].C(OCC)(=O)C. The catalyst is ClCCl. The product is [I:12][C:13]1[C:14]([O:23][CH3:24])=[N:15][C:16]([S:21]([CH3:22])=[O:9])=[C:17]([CH:20]=1)[C:18]#[N:19]. The yield is 0.970. (6) The reactants are [OH:1][C:2]1[CH:11]=[CH:10][CH:9]=[C:8]2[C:3]=1[CH:4]=[CH:5][N:6]=[CH:7]2.[CH3:12][O-].[Na+]. The catalyst is CO.[Cl-].C1([N+](C)(C)C)C=CC=CC=1.CN(C=O)C. The product is [CH3:12][O:1][C:2]1[CH:11]=[CH:10][CH:9]=[C:8]2[C:3]=1[CH:4]=[CH:5][N:6]=[CH:7]2. The yield is 0.560. (7) The reactants are Cl[C:2]1[N:3]=[C:4]([NH:11][C:12]2[C:17]([CH3:18])=[CH:16][C:15]([CH3:19])=[CH:14][C:13]=2[CH3:20])[C:5]2[S:10][CH:9]=[CH:8][C:6]=2[N:7]=1.C(O)(C(F)(F)F)=O.[NH2:28][C:29]1[CH:36]=[CH:35][C:32]([C:33]#[N:34])=[CH:31][CH:30]=1. The catalyst is C(OCC)(=O)C. The product is [C:13]1([CH3:20])[CH:14]=[C:15]([CH3:19])[CH:16]=[C:17]([CH3:18])[C:12]=1[NH:11][C:4]1[C:5]2[S:10][CH:9]=[CH:8][C:6]=2[N:7]=[C:2]([NH:28][C:29]2[CH:36]=[CH:35][C:32]([C:33]#[N:34])=[CH:31][CH:30]=2)[N:3]=1. The yield is 0.200.